This data is from NCI-60 drug combinations with 297,098 pairs across 59 cell lines. The task is: Regression. Given two drug SMILES strings and cell line genomic features, predict the synergy score measuring deviation from expected non-interaction effect. (1) Drug 1: C1=CC(=CC=C1CCC2=CNC3=C2C(=O)NC(=N3)N)C(=O)NC(CCC(=O)O)C(=O)O. Drug 2: CCC1(CC2CC(C3=C(CCN(C2)C1)C4=CC=CC=C4N3)(C5=C(C=C6C(=C5)C78CCN9C7C(C=CC9)(C(C(C8N6C=O)(C(=O)OC)O)OC(=O)C)CC)OC)C(=O)OC)O.OS(=O)(=O)O. Cell line: SK-MEL-28. Synergy scores: CSS=25.2, Synergy_ZIP=-7.59, Synergy_Bliss=-1.60, Synergy_Loewe=-0.109, Synergy_HSA=1.01. (2) Drug 1: CN1C(=O)N2C=NC(=C2N=N1)C(=O)N. Drug 2: COCCOC1=C(C=C2C(=C1)C(=NC=N2)NC3=CC=CC(=C3)C#C)OCCOC.Cl. Cell line: MDA-MB-231. Synergy scores: CSS=4.36, Synergy_ZIP=-1.68, Synergy_Bliss=0.209, Synergy_Loewe=1.46, Synergy_HSA=1.31. (3) Drug 1: CC1C(C(CC(O1)OC2CC(CC3=C2C(=C4C(=C3O)C(=O)C5=C(C4=O)C(=CC=C5)OC)O)(C(=O)C)O)N)O.Cl. Drug 2: C1=NC2=C(N1)C(=S)N=C(N2)N. Cell line: A498. Synergy scores: CSS=36.1, Synergy_ZIP=-10.7, Synergy_Bliss=-6.76, Synergy_Loewe=-6.89, Synergy_HSA=-2.94. (4) Drug 1: CC1=C(C(=CC=C1)Cl)NC(=O)C2=CN=C(S2)NC3=CC(=NC(=N3)C)N4CCN(CC4)CCO. Drug 2: N.N.Cl[Pt+2]Cl. Cell line: HOP-92. Synergy scores: CSS=55.3, Synergy_ZIP=-3.09, Synergy_Bliss=-3.53, Synergy_Loewe=-0.698, Synergy_HSA=-0.247.